This data is from Peptide-MHC class II binding affinity with 134,281 pairs from IEDB. The task is: Regression. Given a peptide amino acid sequence and an MHC pseudo amino acid sequence, predict their binding affinity value. This is MHC class II binding data. (1) The peptide sequence is AGGAGGVGAVGGKRG. The MHC is DRB5_0101 with pseudo-sequence DRB5_0101. The binding affinity (normalized) is 0.282. (2) The peptide sequence is HGRQIRMARLLGRDPE. The MHC is DRB1_1501 with pseudo-sequence DRB1_1501. The binding affinity (normalized) is 0.265. (3) The peptide sequence is INEPTAAAIAYGLDR. The MHC is HLA-DQA10102-DQB10502 with pseudo-sequence HLA-DQA10102-DQB10502. The binding affinity (normalized) is 0.330. (4) The peptide sequence is IKVLVAMASINTLTL. The MHC is HLA-DQA10101-DQB10501 with pseudo-sequence HLA-DQA10101-DQB10501. The binding affinity (normalized) is 0.196. (5) The peptide sequence is KGGRKPARLIVFPDLGVRVC. The MHC is DRB4_0101 with pseudo-sequence DRB4_0103. The binding affinity (normalized) is 0.706.